This data is from Full USPTO retrosynthesis dataset with 1.9M reactions from patents (1976-2016). The task is: Predict the reactants needed to synthesize the given product. (1) Given the product [C:19]12([CH2:29][NH:30][C:6]([C:3]3[CH:4]=[CH:5][NH:1][N:2]=3)=[O:8])[CH2:26][CH:25]3[CH2:24][CH:23]([CH2:22][CH:21]([CH2:27]3)[CH2:20]1)[CH2:28]2, predict the reactants needed to synthesize it. The reactants are: [NH:1]1[CH:5]=[CH:4][C:3]([C:6]([OH:8])=O)=[N:2]1.CCN(C(C)C)C(C)C.Cl.[C:19]12([CH2:29][NH2:30])[CH2:28][CH:23]3[CH2:24][CH:25]([CH2:27][CH:21]([CH2:22]3)[CH2:20]1)[CH2:26]2.F[P-](F)(F)(F)(F)F.N1(O[P+](N(C)C)(N(C)C)N(C)C)C2C=CC=CC=2N=N1. (2) Given the product [F:24][C:23]([F:26])([F:25])[S:20]([O:12][C:11]1[CH:10]=[CH:9][C:6]([CH:7]=[O:8])=[CH:5][C:4]=1[O:3][CH2:1][CH3:2])(=[O:22])=[O:21], predict the reactants needed to synthesize it. The reactants are: [CH2:1]([O:3][C:4]1[CH:5]=[C:6]([CH:9]=[CH:10][C:11]=1[OH:12])[CH:7]=[O:8])[CH3:2].C1C=CC(N([S:20]([C:23]([F:26])([F:25])[F:24])(=[O:22])=[O:21])[S:20]([C:23]([F:26])([F:25])[F:24])(=[O:22])=[O:21])=CC=1. (3) Given the product [F:1][C:2]1[C:3]([NH:11][S:12]([CH2:15][CH2:16][CH3:17])(=[O:14])=[O:13])=[CH:4][CH:5]=[C:6]([F:10])[C:7]=1[C:8]([OH:18])=[O:9], predict the reactants needed to synthesize it. The reactants are: [F:1][C:2]1[C:7]([CH:8]=[O:9])=[C:6]([F:10])[CH:5]=[CH:4][C:3]=1[NH:11][S:12]([CH2:15][CH2:16][CH3:17])(=[O:14])=[O:13].[OH:18]OS([O-])=O.[K+]. (4) Given the product [Br:8][C:9]1[CH:10]=[CH:11][C:12]([O:15][C:16]2[CH:17]=[C:18]([CH:19]=[CH:20][CH:21]=2)[CH:22]=[C:23]2[CH2:24][CH2:25][N:26]([C:36]([NH:35][C:31]3[N:30]=[N:29][CH:34]=[CH:33][CH:32]=3)=[O:37])[CH2:27][CH2:28]2)=[N:13][CH:14]=1, predict the reactants needed to synthesize it. The reactants are: FC(F)(F)C(O)=O.[Br:8][C:9]1[CH:10]=[CH:11][C:12]([O:15][C:16]2[CH:21]=[CH:20][CH:19]=[C:18]([CH:22]=[C:23]3[CH2:28][CH2:27][NH:26][CH2:25][CH2:24]3)[CH:17]=2)=[N:13][CH:14]=1.[N:29]1[CH:34]=[CH:33][CH:32]=[C:31]([NH:35][C:36](=O)[O:37]CC)[N:30]=1.C(N(C(C)C)CC)(C)C. (5) Given the product [C:17]([O:21][C:22]([N:24]1[CH2:25][CH2:26][N:27]([C:30]2[CH:31]=[N:32][C:33]([NH:36][C:37]3[N:39]=[CH:14][C:8]4[CH2:9][CH2:10][C:11]([O:12][CH3:13])=[C:6]([CH:1]5[CH2:2][CH2:3][CH2:4][CH2:5]5)[C:7]=4[N:38]=3)=[CH:34][CH:35]=2)[CH2:28][CH2:29]1)=[O:23])([CH3:20])([CH3:18])[CH3:19], predict the reactants needed to synthesize it. The reactants are: [CH:1]1([C:6]2[C:7](=O)[C:8](=[CH:14]O)[CH2:9][CH2:10][C:11]=2[O:12][CH3:13])[CH2:5][CH2:4][CH2:3][CH2:2]1.[C:17]([O:21][C:22]([N:24]1[CH2:29][CH2:28][N:27]([C:30]2[CH:31]=[N:32][C:33]([NH:36][C:37]([NH2:39])=[NH:38])=[CH:34][CH:35]=2)[CH2:26][CH2:25]1)=[O:23])([CH3:20])([CH3:19])[CH3:18].C([O-])([O-])=O.[K+].[K+]. (6) Given the product [CH2:1]([S:3]([C:6]1[CH:7]=[C:8]([C:12]2[CH:20]=[CH:19][C:18]([O:21][CH2:28][CH2:29][C:30]#[N:31])=[C:17]3[C:13]=2[C:14]2[CH:25]=[C:24]([CH3:26])[CH:23]=[N:22][C:15]=2[NH:16]3)[CH:9]=[CH:10][CH:11]=1)(=[O:5])=[O:4])[CH3:2], predict the reactants needed to synthesize it. The reactants are: [CH2:1]([S:3]([C:6]1[CH:7]=[C:8]([C:12]2[CH:20]=[CH:19][C:18]([OH:21])=[C:17]3[C:13]=2[C:14]2[CH:25]=[C:24]([CH3:26])[CH:23]=[N:22][C:15]=2[NH:16]3)[CH:9]=[CH:10][CH:11]=1)(=[O:5])=[O:4])[CH3:2].Br[CH2:28][CH2:29][C:30]#[N:31].